Dataset: Forward reaction prediction with 1.9M reactions from USPTO patents (1976-2016). Task: Predict the product of the given reaction. (1) Given the reactants Cl[C:2]1[N:7]=[CH:6][N:5]=[C:4]([NH2:8])[CH:3]=1.CCN(C(C)C)C(C)C.Br[C:19]1[C:28]2[C:23](=C[CH:25]=[C:26](OC)[N:27]=2)[N:22]=[CH:21]C=1N, predict the reaction product. The product is: [CH3:19][C@@H:28]1[CH2:23][N:22]([CH3:21])[CH2:25][CH2:26][N:27]1[C:2]1[N:7]=[CH:6][N:5]=[C:4]([NH2:8])[CH:3]=1. (2) Given the reactants [C:1]([N:4]1[CH2:9][CH2:8][CH:7]([C:10]([CH3:15])([CH3:14])[C:11]([OH:13])=O)[CH2:6][CH2:5]1)(=[O:3])[CH3:2].S(Cl)(Cl)=O.[F:20][C:21]1[CH:22]=[C:23]([C:28]2[CH:29]=[CH:30][C:31]([NH2:34])=[N:32][CH:33]=2)[CH:24]=[C:25]([F:27])[CH:26]=1, predict the reaction product. The product is: [C:1]([N:4]1[CH2:5][CH2:6][CH:7]([C:10]([CH3:15])([CH3:14])[C:11]([NH:34][C:31]2[CH:30]=[CH:29][C:28]([C:23]3[CH:24]=[C:25]([F:27])[CH:26]=[C:21]([F:20])[CH:22]=3)=[CH:33][N:32]=2)=[O:13])[CH2:8][CH2:9]1)(=[O:3])[CH3:2]. (3) Given the reactants [CH3:1][N:2]1[C:6]([CH2:7][CH2:8][C:9]2[NH:13][N:12]=[C:11]([NH2:14])[CH:10]=2)=[CH:5][C:4]([CH3:15])=[N:3]1.Cl[C:17]1[CH:22]=[CH:21][N:20]=[C:19]([NH:23][CH2:24][C:25]2[O:29][N:28]=[C:27]([CH3:30])[CH:26]=2)[N:18]=1, predict the reaction product. The product is: [CH3:1][N:2]1[C:6]([CH2:7][CH2:8][C:9]2[NH:13][N:12]=[C:11]([NH:14][C:17]3[CH:22]=[CH:21][N:20]=[C:19]([NH:23][CH2:24][C:25]4[O:29][N:28]=[C:27]([CH3:30])[CH:26]=4)[N:18]=3)[CH:10]=2)=[CH:5][C:4]([CH3:15])=[N:3]1.